This data is from Peptide-MHC class I binding affinity with 185,985 pairs from IEDB/IMGT. The task is: Regression. Given a peptide amino acid sequence and an MHC pseudo amino acid sequence, predict their binding affinity value. This is MHC class I binding data. (1) The peptide sequence is ELQATEDAKL. The MHC is HLA-A02:06 with pseudo-sequence HLA-A02:06. The binding affinity (normalized) is 0.162. (2) The binding affinity (normalized) is 0.212. The MHC is HLA-B08:01 with pseudo-sequence HLA-B08:01. The peptide sequence is ILKEPVHGV. (3) The peptide sequence is CFMYSDFHF. The MHC is HLA-B18:01 with pseudo-sequence HLA-B18:01. The binding affinity (normalized) is 0.298. (4) The peptide sequence is PVYISQFSY. The MHC is HLA-A68:01 with pseudo-sequence HLA-A68:01. The binding affinity (normalized) is 0.0322. (5) The peptide sequence is SVKYYGRST. The MHC is HLA-A02:03 with pseudo-sequence HLA-A02:03. The binding affinity (normalized) is 0.348.